This data is from Catalyst prediction with 721,799 reactions and 888 catalyst types from USPTO. The task is: Predict which catalyst facilitates the given reaction. (1) Reactant: [Br:1][C:2]1[CH:3]=[C:4]([NH:13][CH:14]([CH2:16][CH3:17])[CH3:15])[C:5]([CH3:12])=[C:6]([CH:11]=1)[C:7]([O:9]C)=[O:8].[Li+].[OH-]. Product: [Br:1][C:2]1[CH:3]=[C:4]([NH:13][CH:14]([CH2:16][CH3:17])[CH3:15])[C:5]([CH3:12])=[C:6]([CH:11]=1)[C:7]([OH:9])=[O:8]. The catalyst class is: 30. (2) Reactant: Cl.[C:2]1([C@@H:8]2[CH2:12][N:11]([CH2:13][C:14]([F:17])([F:16])[F:15])[CH2:10][C@H:9]2[NH2:18])[CH:7]=[CH:6][CH:5]=[CH:4][CH:3]=1.[C:19]1([N:25]2[C:29]([NH:30][C:31](=O)[O:32]C3C=CC=CC=3)=[C:28]3[CH2:40][CH2:41][CH2:42][C:27]3=[N:26]2)[CH:24]=[CH:23][CH:22]=[CH:21][CH:20]=1.CCN(C(C)C)C(C)C. Product: [C:2]1([C@@H:8]2[CH2:12][N:11]([CH2:13][C:14]([F:15])([F:16])[F:17])[CH2:10][C@H:9]2[NH:18][C:31]([NH:30][C:29]2[N:25]([C:19]3[CH:20]=[CH:21][CH:22]=[CH:23][CH:24]=3)[N:26]=[C:27]3[CH2:42][CH2:41][CH2:40][C:28]=23)=[O:32])[CH:3]=[CH:4][CH:5]=[CH:6][CH:7]=1. The catalyst class is: 3. (3) Reactant: [CH3:1][C:2]1[NH:6][C:5]2[CH:7]=[C:8]([O:12][CH2:13][CH2:14][CH2:15][C:16]([O:18][CH2:19][CH3:20])=[O:17])[CH:9]=[C:10]([CH3:11])[C:4]=2[N:3]=1.C([O-])([O-])=O.[K+].[K+].CN(C=O)C.[Cl:32][C:33]1[C:34]([CH2:43]Cl)=[N:35][CH:36]=[C:37]([C:39]([F:42])([F:41])[F:40])[CH:38]=1. Product: [Cl:32][C:33]1[C:34]([CH2:43][N:6]2[C:5]3[CH:7]=[C:8]([O:12][CH2:13][CH2:14][CH2:15][C:16]([O:18][CH2:19][CH3:20])=[O:17])[CH:9]=[C:10]([CH3:11])[C:4]=3[N:3]=[C:2]2[CH3:1])=[N:35][CH:36]=[C:37]([C:39]([F:41])([F:40])[F:42])[CH:38]=1. The catalyst class is: 25. (4) Product: [Cl:20][C:17]1[S:16][C:15]([C:13]([NH:12][CH:8]2[CH2:9][CH2:10][CH2:11][N:6]([CH2:5][C:4]([OH:21])=[O:3])[CH2:7]2)=[O:14])=[CH:19][CH:18]=1. Reactant: C([O:3][C:4](=[O:21])[CH2:5][N:6]1[CH2:11][CH2:10][CH2:9][CH:8]([NH:12][C:13]([C:15]2[S:16][C:17]([Cl:20])=[CH:18][CH:19]=2)=[O:14])[CH2:7]1)C.[OH-].[Na+].Cl.C1(C)C=CC=CC=1. The catalyst class is: 8. (5) Reactant: Br[C:2]1[S:3][CH:4]=[C:5]([CH2:7][O:8][Si:9]([C:12]([CH3:15])([CH3:14])[CH3:13])([CH3:11])[CH3:10])[N:6]=1.C([Li])CCC.[C:21]1(=[O:27])[CH2:26][CH2:25][CH2:24][CH2:23][CH2:22]1. Product: [Si:9]([O:8][CH2:7][C:5]1[N:6]=[C:2]([C:21]2([OH:27])[CH2:26][CH2:25][CH2:24][CH2:23][CH2:22]2)[S:3][CH:4]=1)([C:12]([CH3:15])([CH3:14])[CH3:13])([CH3:11])[CH3:10]. The catalyst class is: 1.